The task is: Predict the product of the given reaction.. This data is from Forward reaction prediction with 1.9M reactions from USPTO patents (1976-2016). (1) Given the reactants [CH2:1]([NH2:6])[CH2:2][CH2:3][CH2:4][CH3:5].[CH2:7]([O:9]/[C:10](=[CH:16]\[C:17]1[CH:22]=[CH:21][C:20]([C:23]2[CH:28]=[CH:27][CH:26]=[C:25]([N:29]([CH3:42])[C:30]([O:32]C3C=CC([N+]([O-])=O)=CC=3)=O)[N:24]=2)=[CH:19][CH:18]=1)/[C:11]([O:13][CH2:14][CH3:15])=[O:12])[CH3:8].O.C(OCC)(=O)C, predict the reaction product. The product is: [CH2:7]([O:9]/[C:10](=[CH:16]\[C:17]1[CH:22]=[CH:21][C:20]([C:23]2[CH:28]=[CH:27][CH:26]=[C:25]([N:29]([CH3:42])[C:30]([NH:6][CH2:1][CH2:2][CH2:3][CH2:4][CH3:5])=[O:32])[N:24]=2)=[CH:19][CH:18]=1)/[C:11]([O:13][CH2:14][CH3:15])=[O:12])[CH3:8]. (2) Given the reactants [CH:1]1([CH:7]([C:9]2[C:10]([CH2:25][O:26][CH3:27])=[N:11][N:12]([C:14]3[CH:19]=[CH:18][C:17]([O:20][C:21]([F:24])([F:23])[F:22])=[CH:16][CH:15]=3)[CH:13]=2)O)[CH2:6][CH2:5][CH2:4][CH2:3][CH2:2]1.[NH2:28][C:29]1[CH:34]=[CH:33][C:32]([C:35]([N:37]([CH3:45])[CH2:38][CH2:39][C:40]([O:42]CC)=[O:41])=[O:36])=[CH:31][CH:30]=1, predict the reaction product. The product is: [CH:1]1([CH:7]([NH:28][C:29]2[CH:30]=[CH:31][C:32]([C:35]([N:37]([CH3:45])[CH2:38][CH2:39][C:40]([OH:42])=[O:41])=[O:36])=[CH:33][CH:34]=2)[C:9]2[C:10]([CH2:25][O:26][CH3:27])=[N:11][N:12]([C:14]3[CH:19]=[CH:18][C:17]([O:20][C:21]([F:24])([F:23])[F:22])=[CH:16][CH:15]=3)[CH:13]=2)[CH2:6][CH2:5][CH2:4][CH2:3][CH2:2]1. (3) Given the reactants Cl[C:2]1[C:7]([CH:8]=[O:9])=[C:6]([NH:10][C:11](=[O:16])[C:12]([CH3:15])([CH3:14])[CH3:13])[CH:5]=[CH:4][N:3]=1.[CH3:17][N:18]1[C:22](B2OC(C)(C)C(C)(C)O2)=[CH:21][CH:20]=[N:19]1.COCCOC.C(=O)([O-])[O-].[Na+].[Na+], predict the reaction product. The product is: [CH:8]([C:7]1[C:2]([C:22]2[N:18]([CH3:17])[N:19]=[CH:20][CH:21]=2)=[N:3][CH:4]=[CH:5][C:6]=1[NH:10][C:11](=[O:16])[C:12]([CH3:15])([CH3:14])[CH3:13])=[O:9]. (4) Given the reactants [Cl:1][C:2]1[CH:3]=[CH:4][C:5]([C:30]#[N:31])=[C:6]([C:8]2[C:13]([O:14][CH3:15])=[CH:12][N:11]([C:16](=[CH:24][C:25]3([CH3:28])[CH2:27][CH2:26]3)[C:17]([O:19][C:20]([CH3:23])([CH3:22])[CH3:21])=[O:18])[C:10](=[O:29])[CH:9]=2)[CH:7]=1, predict the reaction product. The product is: [Cl:1][C:2]1[CH:3]=[CH:4][C:5]([C:30]#[N:31])=[C:6]([C:8]2[C:13]([O:14][CH3:15])=[CH:12][N:11]([CH:16]([CH2:24][C:25]3([CH3:28])[CH2:27][CH2:26]3)[C:17]([O:19][C:20]([CH3:22])([CH3:23])[CH3:21])=[O:18])[C:10](=[O:29])[CH:9]=2)[CH:7]=1. (5) Given the reactants [O:1]1[CH:5]=[CH:4][CH:3]=[C:2]1/[CH:6]=[CH:7]/[C:8]([OH:10])=[O:9], predict the reaction product. The product is: [O:1]1[CH2:5][CH2:4][CH2:3][CH:2]1[CH2:6][CH2:7][C:8]([OH:10])=[O:9]. (6) Given the reactants CC(C)([O-])C.[K+].[CH3:7][O:8][C:9]1[CH:10]=[C:11]([OH:15])[CH:12]=[CH:13][CH:14]=1.[CH2:16]([O:18][C:19](=[O:24])[CH:20]=[C:21](Cl)[CH3:22])[CH3:17], predict the reaction product. The product is: [CH2:16]([O:18][C:19](=[O:24])/[CH:20]=[C:21](/[O:15][C:11]1[CH:12]=[CH:13][CH:14]=[C:9]([O:8][CH3:7])[CH:10]=1)\[CH3:22])[CH3:17]. (7) The product is: [CH3:31][O:30][C:22]1[C:23]([C:28]#[N:29])=[CH:24][C:25]2[CH2:26][CH2:27][CH:18]([N:8]3[CH2:9][CH2:10][NH:11][CH2:12][C:13]3=[O:14])[CH2:19][C:20]=2[CH:21]=1. Given the reactants C(OC([N:8]([CH:18]1[CH2:27][CH2:26][C:25]2[C:20](=[CH:21][C:22]([O:30][CH3:31])=[C:23]([C:28]#[N:29])[CH:24]=2)[CH2:19]1)[CH2:9][CH2:10][NH:11][CH2:12][C:13](OCC)=[O:14])=O)(C)(C)C.Cl.CCN(C(C)C)C(C)C, predict the reaction product.